From a dataset of Reaction yield outcomes from USPTO patents with 853,638 reactions. Predict the reaction yield, written as a fraction of the theoretical maximum amount of product (1.0 means a 100% yield; for example, 0.34 means a 34% yield). The reactants are N1C=CC=CC=1.[CH2:7]([C:9]([C:28]1[CH:33]=[CH:32][C:31]([OH:34])=[C:30]([CH3:35])[CH:29]=1)([C:12]1[CH:17]=[CH:16][C:15](/[CH:18]=[CH:19]/[C:20]2([OH:26])[CH2:25][CH2:24][CH2:23][CH2:22][CH2:21]2)=[C:14]([CH3:27])[CH:13]=1)[CH2:10][CH3:11])[CH3:8].[F:36][C:37]([F:50])([F:49])[S:38](O[S:38]([C:37]([F:50])([F:49])[F:36])(=[O:40])=[O:39])(=[O:40])=[O:39].O. The catalyst is ClCCl. The product is [CH2:7]([C:9]([C:28]1[CH:33]=[CH:32][C:31]([O:34][S:38]([C:37]([F:50])([F:49])[F:36])(=[O:40])=[O:39])=[C:30]([CH3:35])[CH:29]=1)([C:12]1[CH:17]=[CH:16][C:15](/[CH:18]=[CH:19]/[C:20]2([OH:26])[CH2:25][CH2:24][CH2:23][CH2:22][CH2:21]2)=[C:14]([CH3:27])[CH:13]=1)[CH2:10][CH3:11])[CH3:8]. The yield is 0.730.